Task: Predict the reactants needed to synthesize the given product.. Dataset: Full USPTO retrosynthesis dataset with 1.9M reactions from patents (1976-2016) (1) Given the product [CH3:1][C:2]1[CH:3]=[C:4]([NH2:15])[C:5]([NH:8][C:9]2[CH:14]=[CH:13][CH:12]=[CH:11][CH:10]=2)=[CH:6][CH:7]=1, predict the reactants needed to synthesize it. The reactants are: [CH3:1][C:2]1[CH:7]=[CH:6][C:5]([NH:8][C:9]2[CH:14]=[CH:13][CH:12]=[CH:11][CH:10]=2)=[C:4]([N+:15]([O-])=O)[CH:3]=1. (2) Given the product [CH2:37]([C:18]1[N:19]([CH2:22][C:23]2[CH:24]=[CH:25][C:26]([C:29]3[C:30]([C:35]#[N:36])=[CH:31][CH:32]=[CH:33][CH:34]=3)=[CH:27][CH:28]=2)[C:20](=[O:21])[C:15]([C:8]2[CH:9]=[CH:10][C:5]([O:4][CH:1]([CH3:3])[CH3:2])=[CH:6][CH:7]=2)=[C:16]([CH3:41])[N:17]=1)[CH2:38][CH2:39][CH3:40], predict the reactants needed to synthesize it. The reactants are: [CH:1]([O:4][C:5]1[CH:10]=[CH:9][C:8](B(O)O)=[CH:7][CH:6]=1)([CH3:3])[CH3:2].Br[C:15]1[C:20](=[O:21])[N:19]([CH2:22][C:23]2[CH:28]=[CH:27][C:26]([C:29]3[C:30]([C:35]#[N:36])=[CH:31][CH:32]=[CH:33][CH:34]=3)=[CH:25][CH:24]=2)[C:18]([CH2:37][CH2:38][CH2:39][CH3:40])=[N:17][C:16]=1[CH3:41]. (3) Given the product [I:19][C:13]1[C:12](=[O:15])[NH:11][C:10](=[O:16])[N:9]([C:5]2[CH:6]=[CH:7][CH:8]=[C:3]([C:2]([F:1])([F:17])[F:18])[CH:4]=2)[CH:14]=1, predict the reactants needed to synthesize it. The reactants are: [F:1][C:2]([F:18])([F:17])[C:3]1[CH:4]=[C:5]([N:9]2[CH:14]=[CH:13][C:12](=[O:15])[NH:11][C:10]2=[O:16])[CH:6]=[CH:7][CH:8]=1.[I:19]I.[N+]([O-])([O-])=O.[NH4+].[Ce]. (4) Given the product [F:19][C:20]1[CH:28]=[C:27]([C:29]([F:31])([F:32])[F:30])[CH:26]=[C:25]([C:33]([F:34])([F:35])[F:36])[C:21]=1[C:22]([NH:9][C:7]1[CH:6]=[CH:5][N:4]=[C:3]([O:2][CH3:1])[CH:8]=1)=[O:23], predict the reactants needed to synthesize it. The reactants are: [CH3:1][O:2][C:3]1[CH:8]=[C:7]([NH2:9])[CH:6]=[CH:5][N:4]=1.CCN(C(C)C)C(C)C.[F:19][C:20]1[CH:28]=[C:27]([C:29]([F:32])([F:31])[F:30])[CH:26]=[C:25]([C:33]([F:36])([F:35])[F:34])[C:21]=1[C:22](Cl)=[O:23]. (5) Given the product [CH2:33]([C:2]1[CH:27]=[CH:26][C:5]([CH2:6][O:7][C:8]2[CH:16]=[CH:15][C:14]3[NH:13][C:12]4[CH:17]([CH2:20][C:21]([OH:23])=[O:22])[CH2:18][CH2:19][C:11]=4[C:10]=3[CH:9]=2)=[CH:4][C:3]=1[C:28]([F:31])([F:29])[F:30])[CH:34]([CH3:36])[CH3:35], predict the reactants needed to synthesize it. The reactants are: Cl[C:2]1[CH:27]=[CH:26][C:5]([CH2:6][O:7][C:8]2[CH:16]=[CH:15][C:14]3[NH:13][C:12]4[CH:17]([CH2:20][C:21]([O:23]CC)=[O:22])[CH2:18][CH2:19][C:11]=4[C:10]=3[CH:9]=2)=[CH:4][C:3]=1[C:28]([F:31])([F:30])[F:29].[Br-].[CH2:33]([Zn+])[CH:34]([CH3:36])[CH3:35].[Li+].[OH-].Cl. (6) Given the product [CH3:1][N:2]([CH3:17])[C:3]([C:5]1([N:11]2[CH2:15][CH2:14][CH2:13][CH2:12]2)[CH2:6][CH2:7][NH:8][CH2:9][CH2:10]1)=[O:4], predict the reactants needed to synthesize it. The reactants are: [CH3:1][N:2]([CH3:17])[C:3]([C:5]1([N:11]2[CH2:15][CH2:14][CH2:13][C:12]2=O)[CH2:10][CH2:9][NH:8][CH2:7][CH2:6]1)=[O:4].C1(C)C=CC=CC=1. (7) Given the product [Cl:1][C:2]1[CH:7]=[CH:6][C:5]([C:8]2[C:14]3[C:15]([NH2:25])=[N:16][CH:17]=[CH:18][C:13]=3[C:12]3[C:20]([CH3:23])=[N:21][O:22][C:11]=3[CH2:10][N:9]=2)=[CH:4][CH:3]=1, predict the reactants needed to synthesize it. The reactants are: [Cl:1][C:2]1[CH:7]=[CH:6][C:5]([C:8]2[C:14]3[C:15](F)=[N:16][CH:17]=[CH:18][C:13]=3[C:12]3[C:20]([CH3:23])=[N:21][O:22][C:11]=3[CH2:10][N:9]=2)=[CH:4][CH:3]=1.[OH-].[NH4+:25]. (8) Given the product [CH3:18][C:19]1[CH:24]=[C:23]([C:25]2[NH:6][C:4](=[O:5])[C:3]3[C:2](=[CH:10][CH:9]=[C:8]([CH2:11][CH2:12][N:13]4[CH2:17][CH2:16][CH2:15][CH2:14]4)[CH:7]=3)[N:1]=2)[CH:22]=[C:21]([CH3:27])[N:20]=1, predict the reactants needed to synthesize it. The reactants are: [NH2:1][C:2]1[CH:10]=[CH:9][C:8]([CH2:11][CH2:12][N:13]2[CH2:17][CH2:16][CH2:15][CH2:14]2)=[CH:7][C:3]=1[C:4]([NH2:6])=[O:5].[CH3:18][C:19]1[CH:24]=[C:23]([CH:25]=O)[CH:22]=[C:21]([CH3:27])[N:20]=1.S([O-])(O)=O.[Na+].C1(C)C=CC(S(O)(=O)=O)=CC=1. (9) Given the product [Br:1][C:2]1[CH:3]=[C:4]([N+:11]([O-:13])=[O:12])[C:5]2[C:9]([CH:10]=1)=[N:8][N:7]([CH:30]1[CH2:31][CH2:32][CH2:33][CH2:34][O:29]1)[CH:6]=2, predict the reactants needed to synthesize it. The reactants are: [Br:1][C:2]1[CH:10]=[C:9]2[C:5]([CH:6]=[N:7][NH:8]2)=[C:4]([N+:11]([O-:13])=[O:12])[CH:3]=1.C(O)(C(F)(F)F)=O.C(Cl)Cl.C(=O)(O)[O-].[Na+].[O:29]1[CH:34]=[CH:33][CH2:32][CH2:31][CH2:30]1. (10) Given the product [CH3:1][C:2]1[CH:3]=[N+:4]([O-:14])[C:5]2[C:10]([CH:11]=1)=[CH:9][CH:8]=[CH:7][CH:6]=2, predict the reactants needed to synthesize it. The reactants are: [CH3:1][C:2]1[CH:3]=[N:4][C:5]2[C:10]([CH:11]=1)=[CH:9][CH:8]=[CH:7][CH:6]=2.OO.[O-:14]S([O-])=O.[Na+].[Na+].[I-].[Na+].[OH-].[Na+].